From a dataset of Full USPTO retrosynthesis dataset with 1.9M reactions from patents (1976-2016). Predict the reactants needed to synthesize the given product. Given the product [F:24][C:21]([F:22])([F:23])[C:19]1[CH:18]=[C:17]([CH:25]([C:42]2[N:43]=[N:44][N:45]([CH3:47])[N:46]=2)[N:26]2[C:35]3[C:30](=[CH:31][CH:32]=[C:33]([C:36]([F:38])([F:37])[F:39])[CH:34]=3)[N:29]([C:2]([Cl:1])=[O:4])[CH:28]([CH2:40][CH3:41])[CH2:27]2)[CH:16]=[C:15]([C:14]([F:49])([F:48])[F:13])[CH:20]=1, predict the reactants needed to synthesize it. The reactants are: [Cl:1][C:2](Cl)([O:4]C(=O)OC(Cl)(Cl)Cl)Cl.[F:13][C:14]([F:49])([F:48])[C:15]1[CH:16]=[C:17]([CH:25]([C:42]2[N:43]=[N:44][N:45]([CH3:47])[N:46]=2)[N:26]2[C:35]3[C:30](=[CH:31][CH:32]=[C:33]([C:36]([F:39])([F:38])[F:37])[CH:34]=3)[NH:29][CH:28]([CH2:40][CH3:41])[CH2:27]2)[CH:18]=[C:19]([C:21]([F:24])([F:23])[F:22])[CH:20]=1.CCN(C(C)C)C(C)C.